This data is from Catalyst prediction with 721,799 reactions and 888 catalyst types from USPTO. The task is: Predict which catalyst facilitates the given reaction. (1) Reactant: Cl.[CH3:2][NH:3][C:4]([C:6]1[C:7]2[CH2:8][CH2:9][C:10]([O:28]C)([C:21]3[CH:26]=[CH:25][CH:24]=[CH:23][C:22]=3[CH3:27])[O:11][C:12]=2[C:13]2[N:17]=[C:16]([CH3:18])[N:15]([CH3:19])[C:14]=2[CH:20]=1)=[O:5].[OH-].[Na+]. Product: [CH3:2][NH:3][C:4]([C:6]1[C:7]([CH2:8][CH2:9][C:10](=[O:28])[C:21]2[CH:26]=[CH:25][CH:24]=[CH:23][C:22]=2[CH3:27])=[C:12]([OH:11])[C:13]2[N:17]=[C:16]([CH3:18])[N:15]([CH3:19])[C:14]=2[CH:20]=1)=[O:5]. The catalyst class is: 90. (2) Reactant: [NH:1]([C@@H:5]1[CH2:9][CH2:8][N:7](C(OC(C)(C)C)=O)[CH2:6]1)[C:2]([NH2:4])=[O:3]. Product: [NH:7]1[CH2:8][CH2:9][C@@H:5]([NH:1][C:2]([NH2:4])=[O:3])[CH2:6]1. The catalyst class is: 33. (3) Reactant: [OH:1][CH2:2][C@H:3]1[CH2:7][CH2:6][C:5](=[O:8])[N:4]1[CH2:9]/[CH:10]=[CH:11]\[C:12]1[S:16][C:15]([C:17]([O:19][CH3:20])=[O:18])=[CH:14][CH:13]=1. Product: [OH:1][CH2:2][C@H:3]1[CH2:7][CH2:6][C:5](=[O:8])[N:4]1[CH2:9][CH2:10][CH2:11][C:12]1[S:16][C:15]([C:17]([O:19][CH3:20])=[O:18])=[CH:14][CH:13]=1. The catalyst class is: 407. (4) Reactant: C(N(C(C)C)C(C)C)C.Cl[C:11]1[N:16]=[CH:15][C:14]([CH2:17][CH3:18])=[CH:13][N:12]=1.C[O:20][C:21](=[O:43])[C:22]1[CH:27]=[CH:26][C:25]([C:28]2[CH:29]=[CH:30][C:31]3[O:35][CH:34]([CH:36]4[CH2:41][CH2:40][NH:39][CH2:38][CH2:37]4)[CH2:33][C:32]=3[CH:42]=2)=[CH:24][CH:23]=1. Product: [CH2:17]([C:14]1[CH:13]=[N:12][C:11]([N:39]2[CH2:40][CH2:41][CH:36]([CH:34]3[CH2:33][C:32]4[CH:42]=[C:28]([C:25]5[CH:24]=[CH:23][C:22]([C:21]([OH:43])=[O:20])=[CH:27][CH:26]=5)[CH:29]=[CH:30][C:31]=4[O:35]3)[CH2:37][CH2:38]2)=[N:16][CH:15]=1)[CH3:18]. The catalyst class is: 7.